From a dataset of Catalyst prediction with 721,799 reactions and 888 catalyst types from USPTO. Predict which catalyst facilitates the given reaction. (1) Reactant: [C:1]([C:3]1[CH:25]=[CH:24][C:6]([O:7][C:8]2[CH:9]=[C:10]([NH2:23])[CH:11]=[C:12]([O:14][C:15]3[CH:20]=[CH:19][C:18]([C:21]#[N:22])=[CH:17][CH:16]=3)[CH:13]=2)=[CH:5][CH:4]=1)#[N:2].[CH:26]1[C:35]2[C:30](=[CH:31][CH:32]=[CH:33][CH:34]=2)[CH:29]=[CH:28][C:27]=1[S:36](Cl)(=[O:38])=[O:37].N1C=CC=CC=1. Product: [C:21]([C:18]1[CH:19]=[CH:20][C:15]([O:14][C:12]2[CH:11]=[C:10]([NH:23][S:36]([C:27]3[CH:28]=[CH:29][C:30]4[C:35](=[CH:34][CH:33]=[CH:32][CH:31]=4)[CH:26]=3)(=[O:38])=[O:37])[CH:9]=[C:8]([O:7][C:6]3[CH:24]=[CH:25][C:3]([C:1]#[N:2])=[CH:4][CH:5]=3)[CH:13]=2)=[CH:16][CH:17]=1)#[N:22]. The catalyst class is: 154. (2) Reactant: [C:1]([Mg]Br)#[CH:2].[CH3:5][C:6]1[O:10][N:9]=[C:8]([C:11](=[O:13])[CH3:12])[N:7]=1. Product: [CH3:5][C:6]1[O:10][N:9]=[C:8]([C:11]([OH:13])([C:1]#[CH:2])[CH3:12])[N:7]=1. The catalyst class is: 1.